Dataset: Full USPTO retrosynthesis dataset with 1.9M reactions from patents (1976-2016). Task: Predict the reactants needed to synthesize the given product. (1) Given the product [F:36][C:9]([F:8])([F:35])[C:10]1[CH:11]=[C:12]([C@H:20]([O:22][C@@H:23]2[C@@H:27]([C:28]3[CH:29]=[CH:30][C:31]([F:34])=[CH:32][CH:33]=3)[CH2:26][N:25]([C:1]3[CH2:5][CH2:4][C:3](=[O:6])[CH:2]=3)[CH2:24]2)[CH3:21])[CH:13]=[C:14]([C:16]([F:18])([F:19])[F:17])[CH:15]=1, predict the reactants needed to synthesize it. The reactants are: [C:1]1(=O)[CH2:5][CH2:4][C:3](=[O:6])[CH2:2]1.[F:8][C:9]([F:36])([F:35])[C:10]1[CH:11]=[C:12]([C@H:20]([O:22][C@@H:23]2[C@@H:27]([C:28]3[CH:33]=[CH:32][C:31]([F:34])=[CH:30][CH:29]=3)[CH2:26][NH:25][CH2:24]2)[CH3:21])[CH:13]=[C:14]([C:16]([F:19])([F:18])[F:17])[CH:15]=1.CC1C=CC(S(O)(=O)=O)=CC=1. (2) The reactants are: [CH2:1]([C@H:6]1[CH2:8][C@H:7]1[CH2:9][C@@H:10]1[CH2:12][C@@H:11]1[CH2:13][C:14]#[C:15][CH2:16][CH2:17][CH2:18][CH2:19][CH2:20][OH:21])[CH2:2][CH2:3][CH2:4][CH3:5].C([C@H]1C[C@H]1C[C@@H]1C[C@H]1CCCCCCCCO)CCCC.C([C@@H]1C[C@@H]1C[C@H]1C[C@H]1CC#CCCCCCO)CCCC. Given the product [CH2:1]([C@@H:6]1[CH2:8][C@@H:7]1[CH2:9][C@H:10]1[CH2:12][C@@H:11]1[CH2:13][CH2:14][CH2:15][CH2:16][CH2:17][CH2:18][CH2:19][CH2:20][OH:21])[CH2:2][CH2:3][CH2:4][CH3:5], predict the reactants needed to synthesize it. (3) Given the product [CH3:1][O:2][CH2:3][CH2:4][O:5][CH:6]1[CH2:11][CH2:10][N:9]([CH2:13][C:14]#[N:15])[CH2:8][CH2:7]1, predict the reactants needed to synthesize it. The reactants are: [CH3:1][O:2][CH2:3][CH2:4][O:5][CH:6]1[CH2:11][CH2:10][NH:9][CH2:8][CH2:7]1.Br[CH2:13][C:14]#[N:15]. (4) The reactants are: Cl[C:2]1[CH:3]=[C:4]([NH:11][C:12]2[CH:17]=[CH:16][C:15]([O:18][CH3:19])=[C:14]([O:20][CH3:21])[N:13]=2)[C:5]2[N:6]([CH:8]=[CH:9][N:10]=2)[N:7]=1.[NH:22]1[CH2:27][CH2:26][CH2:25][CH:24]([NH:28][C:29](=[O:35])[O:30][C:31]([CH3:34])([CH3:33])[CH3:32])[CH2:23]1. Given the product [CH3:19][O:18][C:15]1[CH:16]=[CH:17][C:12]([NH:11][C:4]2[C:5]3[N:6]([CH:8]=[CH:9][N:10]=3)[N:7]=[C:2]([N:22]3[CH2:27][CH2:26][CH2:25][CH:24]([NH:28][C:29](=[O:35])[O:30][C:31]([CH3:33])([CH3:32])[CH3:34])[CH2:23]3)[CH:3]=2)=[N:13][C:14]=1[O:20][CH3:21], predict the reactants needed to synthesize it. (5) Given the product [CH2:1]([O:8][C:9]1[CH:13]=[CH:12][S:11][C:10]=1[C:14]([OH:16])=[O:15])[C:2]1[CH:7]=[CH:6][CH:5]=[CH:4][CH:3]=1, predict the reactants needed to synthesize it. The reactants are: [CH2:1]([O:8][C:9]1[CH:13]=[CH:12][S:11][C:10]=1[C:14]([O:16]C)=[O:15])[C:2]1[CH:7]=[CH:6][CH:5]=[CH:4][CH:3]=1.[OH-].[Na+]. (6) Given the product [CH2:1]([C@H:3]1[C@@H:7]([C:8]2[N:12]3[C:13]4[CH:19]=[CH:18][NH:17][C:14]=4[N:15]=[CH:16][C:11]3=[N:10][N:9]=2)[CH2:6][CH:5]([CH2:20][CH2:21][CH2:22][C:23]([NH2:28])=[O:24])[CH2:4]1)[CH3:2], predict the reactants needed to synthesize it. The reactants are: [CH2:1]([CH:3]1[CH:7]([C:8]2[N:12]3[C:13]4[CH:19]=[CH:18][NH:17][C:14]=4[N:15]=[CH:16][C:11]3=[N:10][N:9]=2)[CH2:6][CH:5]([CH2:20][CH2:21][CH2:22][C:23](OCC)=[O:24])[CH2:4]1)[CH3:2].[NH3:28]. (7) Given the product [F:1][C:2]1[CH:10]=[CH:9][CH:8]=[CH:7][C:3]=1[CH2:4][NH:5]/[N:6]=[CH:13]/[C:14]([O:16][CH2:17][CH3:18])=[O:15], predict the reactants needed to synthesize it. The reactants are: [F:1][C:2]1[CH:10]=[CH:9][CH:8]=[CH:7][C:3]=1[CH2:4][NH:5][NH2:6].Cl.Cl[CH:13](OCC)[C:14]([O:16][CH2:17][CH3:18])=[O:15].[OH-].[Na+]. (8) Given the product [CH3:31][O:30][C:28]1[CH:27]=[C:24](/[CH:25]=[C:17](/[C:14]2[CH:13]=[CH:12][C:11]([O:10][CH2:9][CH2:8][CH2:7][CH2:6][CH2:5][CH2:4][CH2:3][CH2:2][OH:1])=[CH:16][CH:15]=2)\[C:18]#[N:19])[CH:23]=[C:22]([O:21][CH3:20])[CH:29]=1, predict the reactants needed to synthesize it. The reactants are: [OH:1][CH2:2][CH2:3][CH2:4][CH2:5][CH2:6][CH2:7][CH2:8][CH2:9][O:10][C:11]1[CH:16]=[CH:15][C:14]([CH2:17][C:18]#[N:19])=[CH:13][CH:12]=1.[CH3:20][O:21][C:22]1[CH:23]=[C:24]([CH:27]=[C:28]([O:30][CH3:31])[CH:29]=1)[CH:25]=O. (9) Given the product [O:24]=[S:16]1(=[O:25])[C:17]2[CH:23]=[CH:22][CH:21]=[CH:20][C:18]=2[CH2:19][N:13]([C:4]2[CH:3]=[C:2]([NH:30][C:28](=[O:29])[N:27]([CH3:31])[CH3:26])[C:11]3[C:6](=[CH:7][CH:8]=[C:9]([CH3:12])[CH:10]=3)[N:5]=2)[CH2:14][CH2:15]1, predict the reactants needed to synthesize it. The reactants are: Cl[C:2]1[C:11]2[C:6](=[CH:7][CH:8]=[C:9]([CH3:12])[CH:10]=2)[N:5]=[C:4]([N:13]2[CH2:19][C:18]3[CH:20]=[CH:21][CH:22]=[CH:23][C:17]=3[S:16](=[O:25])(=[O:24])[CH2:15][CH2:14]2)[CH:3]=1.[CH3:26][N:27]([CH3:31])[C:28]([NH2:30])=[O:29].